This data is from Full USPTO retrosynthesis dataset with 1.9M reactions from patents (1976-2016). The task is: Predict the reactants needed to synthesize the given product. (1) The reactants are: [CH3:1][C:2]1(C)C(C)(C)OB(C=C)O1.Cl[C:13]1[CH:14]=[CH:15][C:16]2[N:17]([C:19]([CH2:22][NH:23][C:24](=[O:30])[O:25][C:26]([CH3:29])([CH3:28])[CH3:27])=[N:20][N:21]=2)[N:18]=1.C(=O)([O-])[O-].[Cs+].[Cs+].O. Given the product [CH:1]([C:13]1[CH:14]=[CH:15][C:16]2[N:17]([C:19]([CH2:22][NH:23][C:24](=[O:30])[O:25][C:26]([CH3:29])([CH3:28])[CH3:27])=[N:20][N:21]=2)[N:18]=1)=[CH2:2], predict the reactants needed to synthesize it. (2) The reactants are: C(O)(=O)C.[Br:5][C:6]1[N:10]2[N:11]=[C:12]([NH:15][CH2:16][CH2:17][NH2:18])[CH:13]=[CH:14][C:9]2=[N:8][CH:7]=1.[CH3:19][C:20]([CH3:22])=O.C([BH3-])#N.[Na+].N#N. Given the product [Br:5][C:6]1[N:10]2[N:11]=[C:12]([NH:15][CH2:16][CH2:17][NH:18][CH:20]([CH3:22])[CH3:19])[CH:13]=[CH:14][C:9]2=[N:8][CH:7]=1, predict the reactants needed to synthesize it. (3) Given the product [C:28]([OH:2])(=[O:29])[CH3:30].[CH2:20]([NH:19][C:17]1[NH:16][C:14]([NH:13][CH2:6][CH2:7][CH2:8][CH2:9][CH2:10][CH2:11][CH3:12])=[N:15][C:28]([CH3:30])([CH3:27])[N:18]=1)[CH2:21][CH2:22][CH2:23][CH2:24][CH2:25][CH3:26], predict the reactants needed to synthesize it. The reactants are: C[OH:2].Cl.Cl.Cl.[CH2:6]([NH:13][C:14]([NH:16][C:17]([NH:19][CH2:20][CH2:21][CH2:22][CH2:23][CH2:24][CH2:25][CH3:26])=[NH:18])=[NH:15])[CH2:7][CH2:8][CH2:9][CH2:10][CH2:11][CH3:12].[CH3:27][C:28]([CH3:30])=[O:29]. (4) Given the product [N:1]([CH2:23][C:9]1[C:10]([F:22])=[C:11]([O:12][C:13]2[CH:14]=[C:15]([CH:18]=[C:19]([Cl:21])[CH:20]=2)[C:16]#[N:17])[C:6]([Br:5])=[CH:7][CH:8]=1)=[N+:2]=[N-:3], predict the reactants needed to synthesize it. The reactants are: [N-:1]=[N+:2]=[N-:3].[Na+].[Br:5][C:6]1[C:11]([O:12][C:13]2[CH:14]=[C:15]([CH:18]=[C:19]([Cl:21])[CH:20]=2)[C:16]#[N:17])=[C:10]([F:22])[C:9]([CH2:23]Br)=[CH:8][CH:7]=1. (5) Given the product [C:1]([O:5][C:6](=[O:9])[CH2:7]/[N:8]=[CH:10]/[CH:11]([CH3:13])[CH3:12])([CH3:4])([CH3:3])[CH3:2], predict the reactants needed to synthesize it. The reactants are: [C:1]([O:5][C:6](=[O:9])[CH2:7][NH2:8])([CH3:4])([CH3:3])[CH3:2].[CH:10](=O)[CH:11]([CH3:13])[CH3:12].